This data is from Full USPTO retrosynthesis dataset with 1.9M reactions from patents (1976-2016). The task is: Predict the reactants needed to synthesize the given product. (1) Given the product [C:13]([C@@H:10]1[CH2:11][CH2:12][C:7]2[C@@:8]([CH3:16])([C@@H:2]([CH3:1])[CH2:3][C:4](=[O:5])[CH:6]=2)[CH2:9]1)(=[O:17])[CH3:14], predict the reactants needed to synthesize it. The reactants are: [CH3:1][C@H:2]1[C@:8]2([CH3:16])[CH2:9][C@H:10]([C:13](C)=[CH2:14])[CH2:11][CH2:12][C:7]2=[CH:6][C:4](=[O:5])[CH2:3]1.[OH:17]OS([O-])=O.[K+].[O-]S([O-])=O.[Na+].[Na+].CCOC(C)=O. (2) Given the product [C:1]([O:5][C:6](=[O:7])[NH:8][CH2:9][C:10]1[CH:15]=[CH:14][CH:13]=[C:12]([C:20]2[CH:25]=[N:24][C:23]([C:26]([F:29])([F:28])[F:27])=[CH:22][N:21]=2)[CH:11]=1)([CH3:4])([CH3:3])[CH3:2], predict the reactants needed to synthesize it. The reactants are: [C:1]([O:5][C:6]([NH:8][CH2:9][C:10]1[CH:11]=[C:12](B(O)O)[CH:13]=[CH:14][CH:15]=1)=[O:7])([CH3:4])([CH3:3])[CH3:2].Cl[C:20]1[CH:25]=[N:24][C:23]([C:26]([F:29])([F:28])[F:27])=[CH:22][N:21]=1.C(=O)([O-])[O-].[K+].[K+].O. (3) Given the product [CH3:30][N:25]1[C@@H:26]([CH3:29])[CH2:27][CH2:28][N:23]2[C:22](=[O:32])[N:21]=[C:20]([O:16][CH2:15][C:12]3[CH:13]=[CH:14][C:7]([O:6][C:5]4[CH:17]=[CH:18][C:2]([F:1])=[CH:3][CH:4]=4)=[C:8]([CH:11]=3)[C:9]#[N:10])[CH:31]=[C:24]12, predict the reactants needed to synthesize it. The reactants are: [F:1][C:2]1[CH:18]=[CH:17][C:5]([O:6][C:7]2[CH:14]=[CH:13][C:12]([CH2:15][OH:16])=[CH:11][C:8]=2[C:9]#[N:10])=[CH:4][CH:3]=1.Cl[C:20]1[CH:31]=[C:24]2[N:25]([CH3:30])[C@@H:26]([CH3:29])[CH2:27][CH2:28][N:23]2[C:22](=[O:32])[N:21]=1. (4) Given the product [I-:1].[CH3:33][Si:4]([CH3:32])([CH3:3])/[CH:5]=[CH:6]/[C:7]1[C:8](=[O:31])[NH:9][C:10](=[O:30])[N:11]([CH:29]=1)[C@@H:12]1[O:27][C@H:24]([CH2:25][OH:26])[C@@H:14]([O:15][C:16]([C:18]2[CH:19]=[N+:20]([CH3:2])[CH:21]=[CH:22][CH:23]=2)=[O:17])[C@H:13]1[F:28], predict the reactants needed to synthesize it. The reactants are: [I:1][CH3:2].[CH3:3][Si:4]([CH3:33])([CH3:32])/[CH:5]=[CH:6]/[C:7]1[C:8](=[O:31])[NH:9][C:10](=[O:30])[N:11]([CH:29]=1)[C@@H:12]1[O:27][C@H:24]([CH2:25][OH:26])[C@@H:14]([O:15][C:16]([C:18]2[CH:19]=[N:20][CH:21]=[CH:22][CH:23]=2)=[O:17])[C@H:13]1[F:28]. (5) Given the product [C:15]([O:18][C@@H:19]1[C@@H:24]([O:25][CH2:26][C:27]2[CH:32]=[CH:31][CH:30]=[CH:29][CH:28]=2)[C@@H:23]([O:33][CH2:34][C:35]2[CH:36]=[CH:37][CH:38]=[CH:39][CH:40]=2)[C@@H:22]([CH2:41][O:42][CH2:43][C:44]2[CH:49]=[CH:48][CH:47]=[CH:46][CH:45]=2)[O:21][C@H:20]1[O:50][C@@H:51]1[C@@H:80]([CH2:81][O:82][CH2:83][C:84]2[CH:85]=[CH:86][CH:87]=[CH:88][CH:89]=2)[O:79][C@H:54]([O:55][CH2:56][CH2:57][CH2:58][CH2:59][CH2:60][N:61]([CH2:72][C:73]2[CH:78]=[CH:77][CH:76]=[CH:75][CH:74]=2)[C:62]([O:64][CH2:65][C:66]2[CH:71]=[CH:70][CH:69]=[CH:68][CH:67]=2)=[O:63])[C@H:53]([N:90]=[N+:91]=[N-:92])[C@H:52]1[OH:93])(=[O:17])[CH3:16], predict the reactants needed to synthesize it. The reactants are: C(C1C(=O)C(Cl)=C(Cl)C(=O)C=1C#N)#N.[C:15]([O:18][C@@H:19]1[C@@H:24]([O:25][CH2:26][C:27]2[CH:32]=[CH:31][CH:30]=[CH:29][CH:28]=2)[C@@H:23]([O:33][CH2:34][C:35]2[CH:40]=[CH:39][CH:38]=[CH:37][CH:36]=2)[C@@H:22]([CH2:41][O:42][CH2:43][C:44]2[CH:49]=[CH:48][CH:47]=[CH:46][CH:45]=2)[O:21][CH:20]1[O:50][C@@H:51]1[C@@H:80]([CH2:81][O:82][CH2:83][C:84]2[CH:89]=[CH:88][CH:87]=[CH:86][CH:85]=2)[O:79][C@H:54]([O:55][CH2:56][CH2:57][CH2:58][CH2:59][CH2:60][N:61]([CH2:72][C:73]2[CH:78]=[CH:77][CH:76]=[CH:75][CH:74]=2)[C:62]([O:64][CH2:65][C:66]2[CH:71]=[CH:70][CH:69]=[CH:68][CH:67]=2)=[O:63])[C@H:53]([N:90]=[N+:91]=[N-:92])[C@H:52]1[O:93]CC1C=CC2C(=CC=CC=2)C=1)(=[O:17])[CH3:16]. (6) Given the product [Cl:1][C:2]1[CH:7]=[CH:6][C:5]([I:8])=[CH:4][C:3]=1[C@H:9]([OH:32])[CH2:10][OH:75], predict the reactants needed to synthesize it. The reactants are: [Cl:1][C:2]1[CH:7]=[CH:6][C:5]([I:8])=[CH:4][C:3]=1[CH:9]=[CH2:10].CC[C@H]1[C@H]2C[C@H]([C@H](OC3C4C(=CC=CC=4)C(O[C@H](C4C=CN=C5C=4C=C(OC)C=C5)[C@@H]4N5C[C@H](CC)[C@@H](CC5)C4)=NN=3)C3C=CN=C4C=3C=C([O:32]C)C=C4)N(CC2)C1.S([O-])([O-])=O.[Na+].[Na+].[OH2:75]. (7) The reactants are: [CH:1]([C:3]1[CH:4]=[C:5]([CH:10]=[CH:11][C:12]=1[N+:13]([O-:15])=[O:14])[C:6]([O:8][CH3:9])=[O:7])=[O:2].OO.[CH:18](O)=[O:19]. Given the product [N+:13]([C:12]1[CH:11]=[CH:10][C:5]([C:6]([O:8][CH3:9])=[O:7])=[CH:4][C:3]=1[C:1]([O:19][CH3:18])=[O:2])([O-:15])=[O:14], predict the reactants needed to synthesize it.